Task: Predict which catalyst facilitates the given reaction.. Dataset: Catalyst prediction with 721,799 reactions and 888 catalyst types from USPTO (1) Reactant: [NH2:1][C:2]1[CH:7]=[CH:6][CH:5]=[CH:4][CH:3]=1.[H-].[Na+].[CH2:10]([O:17][C:18]1[CH:23]=[CH:22][C:21]([N+:24]([O-:26])=[O:25])=[C:20](F)[CH:19]=1)[C:11]1[CH:16]=[CH:15][CH:14]=[CH:13][CH:12]=1. Product: [CH2:10]([O:17][C:18]1[CH:23]=[CH:22][C:21]([N+:24]([O-:26])=[O:25])=[C:20]([CH:19]=1)[NH:1][C:2]1[CH:7]=[CH:6][CH:5]=[CH:4][CH:3]=1)[C:11]1[CH:16]=[CH:15][CH:14]=[CH:13][CH:12]=1. The catalyst class is: 435. (2) Reactant: Cl.[CH3:2][N:3]([CH3:10])[CH2:4]/[CH:5]=[CH:6]/[C:7](O)=[O:8].CN(C(ON1N=NC2C=CC=NC1=2)=[N+](C)C)C.F[P-](F)(F)(F)(F)F.[O:35]([C:42]1[CH:47]=[CH:46][C:45]([C:48]2[C:59]([C:60]([NH2:62])=[O:61])=[C:51]3[NH:52][C:53]4[CH2:58][CH2:57][NH:56][CH2:55][C:54]=4[N:50]3[N:49]=2)=[CH:44][CH:43]=1)[C:36]1[CH:41]=[CH:40][CH:39]=[CH:38][CH:37]=1. Product: [CH3:2][N:3]([CH3:10])[CH2:4]/[CH:5]=[CH:6]/[C:7]([N:56]1[CH2:57][CH2:58][C:53]2[NH:52][C:51]3[N:50]([N:49]=[C:48]([C:45]4[CH:44]=[CH:43][C:42]([O:35][C:36]5[CH:41]=[CH:40][CH:39]=[CH:38][CH:37]=5)=[CH:47][CH:46]=4)[C:59]=3[C:60]([NH2:62])=[O:61])[C:54]=2[CH2:55]1)=[O:8]. The catalyst class is: 2. (3) Reactant: [CH2:1]([O:8][C:9]1[CH:16]=[CH:15][C:12]([CH:13]=O)=[CH:11][CH:10]=1)[C:2]1[CH:7]=[CH:6][CH:5]=[CH:4][CH:3]=1.[CH2:17]([NH2:25])[CH2:18][C:19]1[CH:24]=[CH:23][CH:22]=[CH:21][CH:20]=1.O. Product: [CH2:1]([O:8][C:9]1[CH:16]=[CH:15][C:12]([CH:13]=[N:25][CH2:17][CH2:18][C:19]2[CH:24]=[CH:23][CH:22]=[CH:21][CH:20]=2)=[CH:11][CH:10]=1)[C:2]1[CH:7]=[CH:6][CH:5]=[CH:4][CH:3]=1. The catalyst class is: 11. (4) Reactant: [CH3:1][N:2]1[CH:6]=[C:5]([C:7]2[C:12]3[N:13]=[C:14](SC)[N:15]=[CH:16][C:11]=3[C:10](=[O:19])[NH:9][CH:8]=2)[CH:4]=[N:3]1.[NH2:20][C@@H:21]1[CH2:26][CH2:25][CH2:24][CH2:23][C@@H:22]1[NH2:27]. Product: [NH2:20][C@H:21]1[CH2:26][CH2:25][CH2:24][CH2:23][C@H:22]1[NH:27][C:14]1[N:15]=[CH:16][C:11]2[C:10](=[O:19])[NH:9][CH:8]=[C:7]([C:5]3[CH:4]=[N:3][N:2]([CH3:1])[CH:6]=3)[C:12]=2[N:13]=1. The catalyst class is: 6.